Predict the reaction yield, written as a fraction of the theoretical maximum amount of product (1.0 means a 100% yield; for example, 0.34 means a 34% yield). From a dataset of Reaction yield outcomes from USPTO patents with 853,638 reactions. (1) The reactants are Br[C:2]1[S:6][C:5]([CH3:7])=[C:4]([CH:8]([O:14][C:15]([CH3:18])([CH3:17])[CH3:16])[C:9]([O:11][CH2:12][CH3:13])=[O:10])[C:3]=1[C:19]1[CH:20]=[CH:21][C:22]2[O:27][CH2:26][CH2:25][CH2:24][C:23]=2[CH:28]=1.[NH:29]1[CH:33]=[CH:32][CH:31]=[N:30]1.C(=O)([O-])[O-].[K+].[K+].CN[C@@H]1CCCC[C@H]1NC. The catalyst is C1(C)C=CC=CC=1. The product is [C:15]([O:14][CH:8]([C:4]1[C:3]([C:19]2[CH:20]=[CH:21][C:22]3[O:27][CH2:26][CH2:25][CH2:24][C:23]=3[CH:28]=2)=[C:2]([N:29]2[CH:33]=[CH:32][CH:31]=[N:30]2)[S:6][C:5]=1[CH3:7])[C:9]([O:11][CH2:12][CH3:13])=[O:10])([CH3:18])([CH3:17])[CH3:16]. The yield is 0.350. (2) The reactants are [O:1]1[CH2:5][CH2:4][CH:3]([O:6][C:7]2[CH:16]=[CH:15][CH:14]=[C:13]3[C:8]=2[C:9](=O)[NH:10][CH:11]=[N:12]3)[CH2:2]1.[Cl:18][C:19]1[CH:20]=[C:21]([CH:23]=[CH:24][C:25]=1[O:26][CH2:27][C:28]1[CH:33]=[CH:32][CH:31]=[CH:30][N:29]=1)[NH2:22]. No catalyst specified. The product is [Cl:18][C:19]1[CH:20]=[C:21]([CH:23]=[CH:24][C:25]=1[O:26][CH2:27][C:28]1[CH:33]=[CH:32][CH:31]=[CH:30][N:29]=1)[NH:22][C:9]1[C:8]2[C:13](=[CH:14][CH:15]=[CH:16][C:7]=2[O:6][CH:3]2[CH2:4][CH2:5][O:1][CH2:2]2)[N:12]=[CH:11][N:10]=1. The yield is 0.150.